Predict the reactants needed to synthesize the given product. From a dataset of Full USPTO retrosynthesis dataset with 1.9M reactions from patents (1976-2016). Given the product [N:22]1([C:29]([C:15]2[CH:14]=[C:13]([CH:21]=[CH:20][CH:19]=2)[CH2:12][C:5]2[C:6]3[C:11](=[CH:10][CH:9]=[CH:8][CH:7]=3)[C:2](=[O:1])[NH:3][N:4]=2)=[O:30])[CH2:28][CH2:27][CH2:26][NH:25][CH2:24][CH2:23]1, predict the reactants needed to synthesize it. The reactants are: [O:1]=[C:2]1[C:11]2[C:6](=[CH:7][CH:8]=[CH:9][CH:10]=2)[C:5]([CH2:12][C:13]2[CH:14]=[C:15]([CH:19]=[CH:20][CH:21]=2)C(O)=O)=[N:4][NH:3]1.[N:22]1([C:29](OC(C)(C)C)=[O:30])[CH2:28][CH2:27][CH2:26][NH:25][CH2:24][CH2:23]1.